From a dataset of CYP2C9 inhibition data for predicting drug metabolism from PubChem BioAssay. Regression/Classification. Given a drug SMILES string, predict its absorption, distribution, metabolism, or excretion properties. Task type varies by dataset: regression for continuous measurements (e.g., permeability, clearance, half-life) or binary classification for categorical outcomes (e.g., BBB penetration, CYP inhibition). Dataset: cyp2c9_veith. (1) The drug is O=C(O)c1ccc2c3c1cccc3c(=O)n1c3ccccc3nc21. The result is 1 (inhibitor). (2) The compound is CC(C)=CCC/C(C)=C/CO/N=C1/C[C@@H](O)[C@@H](O)[C@@H]2[C@@H]3C(=O)N(C4CCCCC4)C(=O)[C@H]3CC[C@@H]12. The result is 0 (non-inhibitor). (3) The compound is C/C(CCN1CCCCc2nc(C)c(C)cc21)=N\O[C@@H](C)CN1CCCc2nc(C)c(C)cc21. The result is 0 (non-inhibitor). (4) The drug is O=C(Nc1ccc(Nc2ccc3c(c2)C(=O)c2ccccc2C3=O)c2c1C(=O)c1ccccc1C2=O)c1ccccc1. The result is 0 (non-inhibitor). (5) The molecule is CC(C)CC(c1nnnn1C(C)C)N1CCN(c2ccccc2)CC1. The result is 1 (inhibitor). (6) The compound is COC(=O)C1=C(C)C(c2ccc(OC)cc2)NC(=S)N1. The result is 1 (inhibitor). (7) The result is 1 (inhibitor). The molecule is CCN(CC)c1nc(Nc2ccccc2)nc(Oc2ccc(C(=O)OC)cc2)n1.